From a dataset of Forward reaction prediction with 1.9M reactions from USPTO patents (1976-2016). Predict the product of the given reaction. (1) Given the reactants [CH3:1][C:2]1[CH:19]=[CH:18][C:5]2=[C:6]3[C:11](=[C:12]([NH2:14])[N:13]=[C:4]2[CH:3]=1)[N:10]=[CH:9][C:8](/[CH:15]=[CH:16]/[CH3:17])=[CH:7]3.[H][H], predict the reaction product. The product is: [CH3:1][C:2]1[CH:19]=[CH:18][C:5]2=[C:6]3[C:11](=[C:12]([NH2:14])[N:13]=[C:4]2[CH:3]=1)[N:10]=[CH:9][C:8]([CH2:15][CH2:16][CH3:17])=[CH:7]3. (2) Given the reactants [CH3:1][O:2][C:3]1[CH:8]=[C:7]([N+:9]([O-])=O)[CH:6]=[CH:5][C:4]=1[CH3:12], predict the reaction product. The product is: [CH3:1][O:2][C:3]1[CH:8]=[C:7]([CH:6]=[CH:5][C:4]=1[CH3:12])[NH2:9]. (3) Given the reactants [F:1][C:2]1[CH:9]=[CH:8][C:5]([C:6]#[N:7])=[C:4]([S:10]([CH3:13])(=[O:12])=[O:11])[CH:3]=1.[ClH:14], predict the reaction product. The product is: [Cl-:14].[F:1][C:2]1[CH:9]=[CH:8][C:5]([CH2:6][NH3+:7])=[C:4]([S:10]([CH3:13])(=[O:12])=[O:11])[CH:3]=1. (4) Given the reactants [Cl:1][C:2]1[CH:12]=[C:11]([CH2:13][C:14]#[N:15])[CH:10]=[CH:9][C:3]=1[C:4]([O:6][CH2:7][CH3:8])=[O:5].N.[H][H], predict the reaction product. The product is: [NH2:15][CH2:14][CH2:13][C:11]1[CH:10]=[CH:9][C:3]([C:4]([O:6][CH2:7][CH3:8])=[O:5])=[C:2]([Cl:1])[CH:12]=1. (5) Given the reactants C([O:8][CH2:9][C@@H:10]1[CH2:14][CH2:13][S:12](=[O:16])(=[O:15])[NH:11]1)C1C=CC=CC=1.Br[C:18]1[CH:19]=[CH:20][C:21]([C:24]([N:26]2[CH2:31][CH2:30][N:29]([C:32]3[CH:37]=[CH:36][C:35]([CH3:38])=[CH:34][C:33]=3[CH3:39])[CH2:28][CH2:27]2)=[O:25])=[N:22][CH:23]=1, predict the reaction product. The product is: [CH3:39][C:33]1[CH:34]=[C:35]([CH3:38])[CH:36]=[CH:37][C:32]=1[N:29]1[CH2:28][CH2:27][N:26]([C:24]([C:21]2[CH:20]=[CH:19][C:18]([N:11]3[C@H:10]([CH2:9][OH:8])[CH2:14][CH2:13][S:12]3(=[O:15])=[O:16])=[CH:23][N:22]=2)=[O:25])[CH2:31][CH2:30]1.